Dataset: Peptide-MHC class I binding affinity with 185,985 pairs from IEDB/IMGT. Task: Regression. Given a peptide amino acid sequence and an MHC pseudo amino acid sequence, predict their binding affinity value. This is MHC class I binding data. The MHC is HLA-B18:01 with pseudo-sequence HLA-B18:01. The peptide sequence is REAACCHLA. The binding affinity (normalized) is 0.0429.